Predict the product of the given reaction. From a dataset of Forward reaction prediction with 1.9M reactions from USPTO patents (1976-2016). (1) Given the reactants [OH:1][C:2]1[C:3]2[CH:4]=[C:5](/[CH:16]=[CH:17]/[C:18]([OH:20])=O)[CH:6]=[N:7][C:8]=2[NH:9][C:10](=[O:15])[C:11]=1[CH:12]([CH3:14])[CH3:13].[CH3:21][NH:22][CH2:23][C:24]1[O:25][C:26]2[CH:33]=[CH:32][CH:31]=[CH:30][C:27]=2[C:28]=1[CH3:29].CCN=C=NCCCN(C)C.C1C=CC2N(O)N=NC=2C=1.CCN(C(C)C)C(C)C.Cl, predict the reaction product. The product is: [OH:1][C:2]1[C:3]2[CH:4]=[C:5](/[CH:16]=[CH:17]/[C:18]([N:22]([CH3:21])[CH2:23][C:24]3[O:25][C:26]4[CH:33]=[CH:32][CH:31]=[CH:30][C:27]=4[C:28]=3[CH3:29])=[O:20])[CH:6]=[N:7][C:8]=2[NH:9][C:10](=[O:15])[C:11]=1[CH:12]([CH3:13])[CH3:14]. (2) Given the reactants [CH2:1]([C:7]([CH2:12][NH:13][CH3:14])([CH3:11])[CH:8]([OH:10])O)[CH2:2]CCCC.C([O:23][CH2:24][CH3:25])(OCC)(OCC)C.[C:26]1(C)[C:27](S(O)(=O)=O)=[CH:28]C=[CH:30][CH:31]=1, predict the reaction product. The product is: [CH3:25][C:24]12[N:13]([CH2:14][CH2:30][CH2:31][CH2:26][CH2:27][CH3:28])[CH2:12][C:7]([CH2:1][CH3:2])([CH2:8][O:10]1)[CH2:11][O:23]2. (3) Given the reactants P(C(C)(C)C)(C(C)(C)C)C(C)(C)C.Br[C:15]1[CH:16]=[C:17]2[C:21](=[CH:22][CH:23]=1)[N:20]([CH:24]1[CH2:29][CH2:28][N:27]([CH3:30])[CH2:26][CH2:25]1)[CH2:19][CH2:18]2.[Li+].C[Si]([N-:36][Si](C)(C)C)(C)C, predict the reaction product. The product is: [CH3:30][N:27]1[CH2:28][CH2:29][CH:24]([N:20]2[C:21]3[C:17](=[CH:16][C:15]([NH2:36])=[CH:23][CH:22]=3)[CH2:18][CH2:19]2)[CH2:25][CH2:26]1. (4) Given the reactants [Br:1][C:2]1[CH:10]=[CH:9][CH:8]=[C:7]2[C:3]=1[C:4]1([C:15]3=[CH:16][C:17]4[O:21][CH2:20][O:19][C:18]=4[CH:22]=[C:14]3[O:13][CH2:12]1)[C:5](=[O:11])[NH:6]2.[C:23](O[C:23]([O:25][C:26]([CH3:29])([CH3:28])[CH3:27])=[O:24])([O:25][C:26]([CH3:29])([CH3:28])[CH3:27])=[O:24].[OH-].[Na+], predict the reaction product. The product is: [Br:1][C:2]1[CH:10]=[CH:9][CH:8]=[C:7]2[C:3]=1[C:4]1([C:15]3=[CH:16][C:17]4[O:21][CH2:20][O:19][C:18]=4[CH:22]=[C:14]3[O:13][CH2:12]1)[C:5](=[O:11])[N:6]2[C:23]([O:25][C:26]([CH3:29])([CH3:28])[CH3:27])=[O:24].